Task: Predict the reactants needed to synthesize the given product.. Dataset: Full USPTO retrosynthesis dataset with 1.9M reactions from patents (1976-2016) (1) Given the product [F:32][C:10]1[CH:11]=[C:12]2[C:7](=[CH:8][CH:9]=1)[CH:6]=[C:5]([CH2:4][C:3]([OH:33])=[O:2])[C:14]([CH3:15])=[C:13]2[CH:16]1[CH2:21][CH2:20][N:19]([S:22]([CH2:25][C:26]2[CH:31]=[CH:30][CH:29]=[CH:28][CH:27]=2)(=[O:23])=[O:24])[CH2:18][CH2:17]1, predict the reactants needed to synthesize it. The reactants are: C[O:2][C:3](=[O:33])[CH2:4][C:5]1[C:14]([CH3:15])=[C:13]([CH:16]2[CH2:21][CH2:20][N:19]([S:22]([CH2:25][C:26]3[CH:31]=[CH:30][CH:29]=[CH:28][CH:27]=3)(=[O:24])=[O:23])[CH2:18][CH2:17]2)[C:12]2[C:7](=[CH:8][CH:9]=[C:10]([F:32])[CH:11]=2)[CH:6]=1.O.[OH-].[Li+].Cl. (2) The reactants are: [NH2:1][C:2]1[CH:3]=[C:4]([CH:25]=[CH:26][CH:27]=1)[O:5][C:6]1[CH:14]=[C:13]([F:15])[CH:12]=[C:11]([NH:16][C:17]2[CH:22]=[CH:21][C:20]([I:23])=[CH:19][C:18]=2[F:24])[C:7]=1[C:8]([NH2:10])=[O:9].C(N(C(C)C)C(C)C)C.[C:37](Cl)(=[O:39])[CH3:38]. Given the product [C:37]([NH:1][C:2]1[CH:3]=[C:4]([CH:25]=[CH:26][CH:27]=1)[O:5][C:6]1[CH:14]=[C:13]([F:15])[CH:12]=[C:11]([NH:16][C:17]2[CH:22]=[CH:21][C:20]([I:23])=[CH:19][C:18]=2[F:24])[C:7]=1[C:8]([NH2:10])=[O:9])(=[O:39])[CH3:38], predict the reactants needed to synthesize it.